From a dataset of Full USPTO retrosynthesis dataset with 1.9M reactions from patents (1976-2016). Predict the reactants needed to synthesize the given product. (1) Given the product [CH2:1]([O:3][C:4]1[CH:5]=[C:6]([CH:9]=[CH:10][C:11]=1[O:12][CH2:13][O:14][CH2:15][CH2:16][O:17][CH3:18])[CH:7]=[O:8])[CH3:2], predict the reactants needed to synthesize it. The reactants are: [CH2:1]([O:3][C:4]1[CH:5]=[C:6]([CH:9]=[CH:10][C:11]=1[OH:12])[CH:7]=[O:8])[CH3:2].[CH3:13][O:14][CH2:15][CH2:16][O:17][CH2:18]Cl. (2) Given the product [CH:1]1([C:7]2[C:8]3[CH:9]=[CH:10][C:11]([C:33]([OH:35])=[O:34])=[CH:12][C:13]=3[N:14]3[C:21]=2[C:20]2[CH:22]=[CH:23][CH:24]=[CH:25][C:19]=2[O:18][CH2:17][C:16]2([CH2:30][N:66]([CH2:65][CH2:64][N:63]([CH2:67][CH3:68])[CH2:61][CH3:62])[CH2:26]2)[CH2:15]3)[CH2:6][CH2:5][CH2:4][CH2:3][CH2:2]1, predict the reactants needed to synthesize it. The reactants are: [CH:1]1([C:7]2[C:8]3[CH:9]=[CH:10][C:11]([C:33]([O:35]C)=[O:34])=[CH:12][C:13]=3[N:14]3[C:21]=2[C:20]2[CH:22]=[CH:23][CH:24]=[CH:25][C:19]=2[O:18][CH2:17][C:16]2([CH2:30]OC(C)(C)O[CH2:26]2)[CH2:15]3)[CH2:6][CH2:5][CH2:4][CH2:3][CH2:2]1.S(OS(C(F)(F)F)(=O)=O)(C(F)(F)F)(=O)=O.CCN(C(C)C)C(C)C.[CH2:61]([N:63]([CH2:67][CH3:68])[CH2:64][CH2:65][NH2:66])[CH3:62]. (3) Given the product [OH:9][C@@H:5]1[CH2:6][O:7][CH2:8][C@H:4]1[NH:1][C:23](=[O:24])[O:22][C:18]([CH3:21])([CH3:20])[CH3:19], predict the reactants needed to synthesize it. The reactants are: [N:1]([C@@H:4]1[CH2:8][O:7][CH2:6][C@H:5]1[OH:9])=[N+]=[N-].[H][H].C(=O)([O-])[O-].[Na+].[Na+].[C:18]([O:22][C:23](O[C:23]([O:22][C:18]([CH3:21])([CH3:20])[CH3:19])=[O:24])=[O:24])([CH3:21])([CH3:20])[CH3:19]. (4) The reactants are: [C:1](#[N:3])[CH3:2].[H-].[Na+].C[O:7][C:8](=O)[C:9]1[CH:14]=[CH:13][C:12]([C:15]#[N:16])=[CH:11][CH:10]=1. Given the product [C:1]([CH2:2][C:8]([C:9]1[CH:14]=[CH:13][C:12]([C:15]#[N:16])=[CH:11][CH:10]=1)=[O:7])#[N:3], predict the reactants needed to synthesize it. (5) Given the product [CH3:50][O:51][C:52]1[CH:57]=[C:56]([O:58][CH3:59])[CH:55]=[CH:54][C:53]=1[C:60]1[CH:65]=[CH:64][CH:63]=[C:62]([NH:66][C:23]([C:18]2[C:19](=[O:22])[O:20][C:21]3[C:16]([CH:17]=2)=[CH:15][CH:14]=[CH:13][C:12]=3[O:11][CH3:10])=[O:25])[CH:61]=1, predict the reactants needed to synthesize it. The reactants are: CCN(C(C)C)C(C)C.[CH3:10][O:11][C:12]1[CH:13]=[CH:14][CH:15]=[C:16]2[C:21]=1[O:20][C:19](=[O:22])[C:18]([C:23]([OH:25])=O)=[CH:17]2.CN(C(ON1N=NC2C=CC=NC1=2)=[N+](C)C)C.F[P-](F)(F)(F)(F)F.[CH3:50][O:51][C:52]1[CH:57]=[C:56]([O:58][CH3:59])[CH:55]=[CH:54][C:53]=1[C:60]1[CH:65]=[CH:64][CH:63]=[C:62]([NH2:66])[CH:61]=1. (6) Given the product [ClH:1].[N:2]1([CH2:8][CH2:9][O:10][C:11]2[CH:16]=[CH:15][C:14]([C@H:17]3[C:25]4[C:20](=[CH:21][CH:22]=[C:23]([OH:26])[CH:24]=4)[C@@:19]4([C:34]5[C:29](=[CH:30][C:31]([OH:35])=[CH:32][CH:33]=5)[CH2:28][CH2:27]4)[CH2:18]3)=[CH:13][CH:12]=2)[CH2:7][CH2:6][CH2:5][CH2:4][CH2:3]1, predict the reactants needed to synthesize it. The reactants are: [ClH:1].[N:2]1([CH2:8][CH2:9][O:10][C:11]2[CH:16]=[CH:15][C:14]([CH:17]3[C:25]4[C:20](=[CH:21][CH:22]=[C:23]([OH:26])[CH:24]=4)[C:19]4([C:34]5[C:29](=[CH:30][C:31]([OH:35])=[CH:32][CH:33]=5)[CH2:28][CH2:27]4)[CH2:18]3)=[CH:13][CH:12]=2)[CH2:7][CH2:6][CH2:5][CH2:4][CH2:3]1. (7) Given the product [S:35]1[CH:36]=[C:32]([CH2:31][N:21]([C@@H:22]([CH3:30])[CH:23]([O:24][CH2:25][CH3:26])[O:27][CH2:28][CH3:29])[C:19](=[O:20])[C@@H:18]([NH:17][C:13](=[O:15])[CH2:12][O:11][NH:10][C:9]([NH:8][CH2:7][C:4]2[CH:3]=[CH:2][N:1]=[CH:6][CH:5]=2)=[O:16])[CH2:41][C:42](=[O:43])[NH:44][C:45]([C:46]2[CH:47]=[CH:48][CH:49]=[CH:50][CH:51]=2)([C:58]2[CH:63]=[CH:62][CH:61]=[CH:60][CH:59]=2)[C:52]2[CH:53]=[CH:54][CH:55]=[CH:56][CH:57]=2)[C:33]2[CH:40]=[CH:39][CH:38]=[CH:37][C:34]1=2, predict the reactants needed to synthesize it. The reactants are: [N:1]1[CH:6]=[CH:5][C:4]([CH2:7][NH:8][C:9](=[O:16])[NH:10][O:11][CH2:12][C:13]([OH:15])=O)=[CH:3][CH:2]=1.[NH2:17][C@@H:18]([CH2:41][C:42]([NH:44][C:45]([C:58]1[CH:63]=[CH:62][CH:61]=[CH:60][CH:59]=1)([C:52]1[CH:57]=[CH:56][CH:55]=[CH:54][CH:53]=1)[C:46]1[CH:51]=[CH:50][CH:49]=[CH:48][CH:47]=1)=[O:43])[C:19]([N:21]([CH2:31][C:32]1[C:33]2[CH:40]=[CH:39][CH:38]=[CH:37][C:34]=2[S:35][CH:36]=1)[C@@H:22]([CH3:30])[CH:23]([O:27][CH2:28][CH3:29])[O:24][CH2:25][CH3:26])=[O:20]. (8) Given the product [C:22]([O:28][CH2:29][N:15]1[CH:14]=[CH:13][N:12]=[C:11]1[C@@H:9]([C:3]1[CH:4]=[CH:5][CH:6]=[C:7]([CH3:8])[C:2]=1[CH3:1])[CH3:10])(=[O:27])[C:23]([CH3:26])([CH3:25])[CH3:24], predict the reactants needed to synthesize it. The reactants are: [CH3:1][C:2]1[C:7]([CH3:8])=[CH:6][CH:5]=[CH:4][C:3]=1[CH:9]([C:11]1[NH:12][CH:13]=[CH:14][N:15]=1)[CH3:10].C(=O)([O-])[O-].[K+].[K+].[C:22]([O:28][CH2:29]Cl)(=[O:27])[C:23]([CH3:26])([CH3:25])[CH3:24].O.